This data is from Experimentally validated miRNA-target interactions with 360,000+ pairs, plus equal number of negative samples. The task is: Binary Classification. Given a miRNA mature sequence and a target amino acid sequence, predict their likelihood of interaction. (1) The miRNA is mmu-miR-466q with sequence GUGCACACACACACAUACGU. The protein sequence of the target gene is MQAKVPETCLLTVRVLRASGLPSKDLVTSSDCYVTLNLPTASSHTLQTRTVKNSRNPVWNQNFHFRIHRQLKNVMELKVFDHDLVTRDDPVLSVLFDVGTLQIGTQRQSFSLGTQEKGCLEVEFRLQTLTDCEEQLISNGIVVARELSCLHVELKRTGDPKRSERKVQLVVAGACEGPQDASAGTGSFHFHYPACWEQELNVHLQDDPHEQLKVPLRTLPSSQLVRLVFPTSQEPLMRLELKKEEGPKELAVRLGCGPCPEEQAFLSKRKQVVAAALKKALQLDQDLHEDEIPVIAVMAT.... Result: 0 (no interaction). (2) The miRNA is hsa-miR-4640-3p with sequence CACCCCCUGUUUCCUGGCCCAC. The protein sequence of the target gene is MSRRAPGSRLSSGGGGTKYPRSWNDWQPRTDSASADPDTLKYSSSRDRGVSSSYGLQPSNSAVVSRQRHDDTRGHADIQNDEKGGYSVNGGSGENTYGRKSLGQELRINNVTSPEFTSVQHGSRALATKDMRKSQERSMSYSDESRLSNLLRRITREDDRDRRLATVKQLKEFIQQPENKLVLVKQLDNILAAVHDVLNESSKLLQELRQEGACCLGLLCASLSYEAEKIFKWIFSKFSSSAKDEVKLLYLCATYRALETVGEKKAFSSVMQLVMTSLQSILENVDTPELLCKCVKCILL.... Result: 0 (no interaction). (3) The miRNA is ath-miR774a with sequence UUGGUUACCCAUAUGGCCAUC. The protein sequence of the target gene is MDDQSRMLQTLAGVNLAGHSVQGGMALPPPPHGHEGADGDGRKQDIGDILHQIMTITDQSLDEAQAKKHALNCHRMKPALFSVLCEIKEKTGLSIRGAQEEDPPDPQLMRLDNMLLAEGVSGPEKGGGSAAAAAAAAASGGSSDNSIEHSDYRAKLTQIRQIYHTELEKYEQACNEFTTHVMNLLREQSRTRPISPKEIERMVGIIHRKFSSIQMQLKQSTCEAVMILRSRFLDARRKRRNFSKQATEILNEYFYSHLSNPYPSEEAKEELAKKCSITVSQVSNWFGNKRIRYKKNIGKF.... Result: 0 (no interaction). (4) The miRNA is hsa-miR-519d-3p with sequence CAAAGUGCCUCCCUUUAGAGUG. The protein sequence of the target gene is MWNSGFESYGSSSYGGAGGYTQSPGGFGSPAPSQAEKKSRARAQHIVPCTISQLLSATLVDEVFRIGNVEISQVTIVGIIRHAEKAPTNIVYKIDDMTAAPMDVRQWVDTDDTSSENTVVPPETYVKVAGHLRSFQNKKSLVAFKIMPLEDMNEFTTHILEVINAHMVLSKANSQPSAGRAPISNPGMSEAGNFGGNSFMPANGLTVAQNQVLNLIKACPRPEGLNFQDLKNQLKHMSVSSIKQAVDFLSNEGHIYSTVDDDHFKSTDAE. Result: 1 (interaction). (5) The miRNA is cel-miR-233-3p with sequence UUGAGCAAUGCGCAUGUGCGGGA. The protein sequence of the target gene is MAADSEPESEVFEITDFTTASEWERFISKVEEVLNDWKLIGPSLGKPLEKGIFTSGTWEERSDEISFADFRFSVTHHYLVQESPDKERKDEELEDAIPQSMQDLLCMNNDFPPRAHCLVRWYGLREFVVIAPAAHSDAVLSESKCNLLLSSISIALGNTGCQVPLFVQIHHKWRRMYMGECQGPGVRTDFEMVHLRKVPSQYTHLSGLLDIFKSKIGCPLTPLPPVSIAIRLTYVLQDWQQYFWPQQPPDIDALVGGEVGGLEFGKLPFGACEDPISELHLATTWPHLTEGIIVDNDVYS.... Result: 0 (no interaction). (6) The miRNA is hsa-miR-6834-5p with sequence GUGAGGGACUGGGAUUUGUGG. The protein sequence of the target gene is MAVWIQAQQLQGEALHQMQALYGQHFPIEVRHYLSQWIESQAWDSVDLDNPQENIKATQLLEGLVQELQKKAEHQVGEDGFLLKIKLGHYATQLQNTYDRCPMELVRCIRHILYNEQRLVREANNGSSPAGSLADAMSQKHLQINQTFEELRLVTQDTENELKKLQQTQEYFIIQYQESLRIQAQFGPLAQLSPQERLSRETALQQKQVSLEAWLQREAQTLQQYRVELAEKHQKTLQLLRKQQTIILDDELIQWKRRQQLAGNGGPPEGSLDVLQSWCEKLAEIIWQNRQQIRRAEHLC.... Result: 1 (interaction).